From a dataset of Reaction yield outcomes from USPTO patents with 853,638 reactions. Predict the reaction yield, written as a fraction of the theoretical maximum amount of product (1.0 means a 100% yield; for example, 0.34 means a 34% yield). (1) The catalyst is C(Cl)Cl. The reactants are C[C:2]1[C:3]([O:15][CH3:16])=[C:4]([O:13][CH3:14])[C:5]([O:11]C)=[C:6]([CH:10]=1)[C:7]([OH:9])=[O:8].B(Cl)(Cl)Cl.[CH3:21]CO. The yield is 0.250. The product is [CH3:21][O:9][C:7](=[O:8])[C:6]1[CH:10]=[CH:2][C:3]([O:15][CH3:16])=[C:4]([O:13][CH3:14])[C:5]=1[OH:11]. (2) The reactants are Cl.[Cl:2][CH2:3][CH2:4][C:5]([NH2:8])([CH3:7])[CH3:6].[OH-].[Na+].[Cl:11][C:12]1[CH:19]=[CH:18][CH:17]=[C:16]([Cl:20])[C:13]=1[CH:14]=O. The catalyst is C(Cl)Cl. The product is [Cl:2][CH2:3][CH2:4][C:5]([N:8]=[CH:14][C:13]1[C:12]([Cl:11])=[CH:19][CH:18]=[CH:17][C:16]=1[Cl:20])([CH3:7])[CH3:6]. The yield is 0.990. (3) The reactants are [H-].[Na+].[OH:3][C:4]1[CH:9]=[CH:8][CH:7]=[CH:6][N:5]=1.[Cl:10][C:11]1[CH:27]=[C:26]([Cl:28])[CH:25]=[CH:24][C:12]=1[CH2:13][NH:14][C:15](=[O:23])[C:16]1[CH:21]=[CH:20][N:19]=[C:18](F)[CH:17]=1. The catalyst is CN(C)C(=O)C. The product is [Cl:10][C:11]1[CH:27]=[C:26]([Cl:28])[CH:25]=[CH:24][C:12]=1[CH2:13][NH:14][C:15](=[O:23])[C:16]1[CH:21]=[CH:20][N:19]=[C:18]([O:3][C:4]2[CH:9]=[CH:8][CH:7]=[CH:6][N:5]=2)[CH:17]=1. The yield is 0.306. (4) The reactants are [OH:1][CH:2]1[CH2:6][CH2:5][N:4]([C:7]([C:9]2[CH:14]=[C:13]([S:15]([CH3:18])(=[O:17])=[O:16])[CH:12]=[CH:11][C:10]=2[O:19][CH:20]([CH3:22])[CH3:21])=[O:8])[CH2:3]1.[CH3:23][S:24](Cl)(=[O:26])=[O:25]. No catalyst specified. The product is [CH:20]([O:19][C:10]1[CH:11]=[CH:12][C:13]([S:15]([CH3:18])(=[O:17])=[O:16])=[CH:14][C:9]=1[C:7]([N:4]1[CH2:5][CH2:6][CH:2]([O:1][S:24]([CH3:23])(=[O:26])=[O:25])[CH2:3]1)=[O:8])([CH3:22])[CH3:21]. The yield is 0.990. (5) The reactants are [I:1][C:2]1[CH:3]=[CH:4][C:5]([NH2:8])=[N:6][CH:7]=1.[CH2:9]([N:11]=[C:12]=[O:13])[CH3:10]. The catalyst is N1C=CC=CC=1. The product is [CH2:9]([NH:11][C:12]([NH:8][C:5]1[CH:4]=[CH:3][C:2]([I:1])=[CH:7][N:6]=1)=[O:13])[CH3:10]. The yield is 0.920. (6) The reactants are [CH2:1]([C:5]1[N:6]=[C:7]([SH:27])[NH:8][C:9](=[O:26])[C:10]=1[CH2:11][C:12]1[CH:17]=[CH:16][C:15]([C:18]2[C:19]([C:24]#[N:25])=[CH:20][CH:21]=[CH:22][CH:23]=2)=[CH:14][CH:13]=1)[CH2:2][CH2:3][CH3:4].I[CH3:29].[OH-].[K+]. The catalyst is CO. The product is [CH2:1]([C:5]1[N:6]=[C:7]([S:27][CH3:29])[NH:8][C:9](=[O:26])[C:10]=1[CH2:11][C:12]1[CH:17]=[CH:16][C:15]([C:18]2[C:19]([C:24]#[N:25])=[CH:20][CH:21]=[CH:22][CH:23]=2)=[CH:14][CH:13]=1)[CH2:2][CH2:3][CH3:4]. The yield is 0.830. (7) The reactants are [H-].[Al+3].[Li+].[H-].[H-].[H-].C([O:9][C:10]([C:12]1[S:16][C:15]([CH3:17])=[N:14][C:13]=1[CH3:18])=O)C.C(OCC)(=O)C.C(C(C(C([O-])=O)O)O)([O-])=O.[Na+].[K+]. The catalyst is C(OCC)C. The product is [CH3:17][C:15]1[S:16][C:12]([CH2:10][OH:9])=[C:13]([CH3:18])[N:14]=1. The yield is 0.910.